This data is from NCI-60 drug combinations with 297,098 pairs across 59 cell lines. The task is: Regression. Given two drug SMILES strings and cell line genomic features, predict the synergy score measuring deviation from expected non-interaction effect. (1) Drug 1: COC1=CC(=CC(=C1O)OC)C2C3C(COC3=O)C(C4=CC5=C(C=C24)OCO5)OC6C(C(C7C(O6)COC(O7)C8=CC=CS8)O)O. Drug 2: CC1=C(C(=CC=C1)Cl)NC(=O)C2=CN=C(S2)NC3=CC(=NC(=N3)C)N4CCN(CC4)CCO. Cell line: RXF 393. Synergy scores: CSS=33.3, Synergy_ZIP=1.84, Synergy_Bliss=4.78, Synergy_Loewe=6.10, Synergy_HSA=8.58. (2) Drug 1: C1CCN(CC1)CCOC2=CC=C(C=C2)C(=O)C3=C(SC4=C3C=CC(=C4)O)C5=CC=C(C=C5)O. Drug 2: C(CN)CNCCSP(=O)(O)O. Cell line: MDA-MB-231. Synergy scores: CSS=-3.10, Synergy_ZIP=2.94, Synergy_Bliss=2.08, Synergy_Loewe=-1.17, Synergy_HSA=-2.86. (3) Drug 1: CC12CCC3C(C1CCC2=O)CC(=C)C4=CC(=O)C=CC34C. Drug 2: C1CC(=O)NC(=O)C1N2C(=O)C3=CC=CC=C3C2=O. Cell line: COLO 205. Synergy scores: CSS=55.5, Synergy_ZIP=1.64, Synergy_Bliss=3.54, Synergy_Loewe=3.63, Synergy_HSA=2.01. (4) Drug 1: CS(=O)(=O)CCNCC1=CC=C(O1)C2=CC3=C(C=C2)N=CN=C3NC4=CC(=C(C=C4)OCC5=CC(=CC=C5)F)Cl. Drug 2: C1=NNC2=C1C(=O)NC=N2. Cell line: TK-10. Synergy scores: CSS=22.7, Synergy_ZIP=1.26, Synergy_Bliss=4.33, Synergy_Loewe=-4.31, Synergy_HSA=2.40. (5) Drug 1: C1C(C(OC1N2C=NC3=C(N=C(N=C32)Cl)N)CO)O. Drug 2: CC1C(C(CC(O1)OC2CC(CC3=C2C(=C4C(=C3O)C(=O)C5=C(C4=O)C(=CC=C5)OC)O)(C(=O)CO)O)N)O.Cl. Cell line: BT-549. Synergy scores: CSS=45.1, Synergy_ZIP=-6.04, Synergy_Bliss=-6.43, Synergy_Loewe=-5.59, Synergy_HSA=-1.90. (6) Drug 1: CC1C(C(CC(O1)OC2CC(CC3=C2C(=C4C(=C3O)C(=O)C5=C(C4=O)C(=CC=C5)OC)O)(C(=O)C)O)N)O.Cl. Drug 2: C1=C(C(=O)NC(=O)N1)N(CCCl)CCCl. Cell line: HT29. Synergy scores: CSS=23.5, Synergy_ZIP=-11.2, Synergy_Bliss=-2.75, Synergy_Loewe=-6.77, Synergy_HSA=-0.880.